Dataset: Forward reaction prediction with 1.9M reactions from USPTO patents (1976-2016). Task: Predict the product of the given reaction. (1) Given the reactants Cl[CH:2]([CH:16]1[CH2:20][CH2:19][CH2:18][S:17]1(=[O:22])=[O:21])[C:3]1[CH:8]=[CH:7][C:6]([CH:9]([CH3:15])[C:10]([O:12][CH2:13][CH3:14])=[O:11])=[CH:5][CH:4]=1.N12CCCN=C1CCCCC2, predict the reaction product. The product is: [O:21]=[S:17]1(=[O:22])[CH2:18][CH2:19][CH2:20][C:16]1=[CH:2][C:3]1[CH:8]=[CH:7][C:6]([CH:9]([CH3:15])[C:10]([O:12][CH2:13][CH3:14])=[O:11])=[CH:5][CH:4]=1. (2) Given the reactants [OH-].[Na+].CO.[Cl:5][C:6]1[N:7]=[C:8]([CH3:33])[N:9]([CH2:12][C:13]2[S:28][C:16]3[N:17]([CH2:24][CH:25]([CH3:27])[CH3:26])[C:18](=[O:23])[N:19]([CH3:22])[C:20](=[O:21])[C:15]=3[C:14]=2[C:29]([O:31]C)=[O:30])[C:10]=1[Cl:11], predict the reaction product. The product is: [Cl:5][C:6]1[N:7]=[C:8]([CH3:33])[N:9]([CH2:12][C:13]2[S:28][C:16]3[N:17]([CH2:24][CH:25]([CH3:27])[CH3:26])[C:18](=[O:23])[N:19]([CH3:22])[C:20](=[O:21])[C:15]=3[C:14]=2[C:29]([OH:31])=[O:30])[C:10]=1[Cl:11]. (3) Given the reactants [F:1][C:2]1[CH:7]=[CH:6][C:5]([C:8]2[CH:13]=[CH:12][CH:11]=[C:10]([S:14](Cl)(=[O:16])=[O:15])[CH:9]=2)=[CH:4][CH:3]=1.[NH2:18][C:19]1[CH:24]=[CH:23][C:22]([NH:25][C:26]([NH:28][C:29]2[CH:34]=[CH:33][CH:32]=[CH:31][CH:30]=2)=[O:27])=[CH:21][C:20]=1[CH3:35], predict the reaction product. The product is: [CH3:35][C:20]1[CH:21]=[C:22]([NH:25][C:26]([NH:28][C:29]2[CH:30]=[CH:31][CH:32]=[CH:33][CH:34]=2)=[O:27])[CH:23]=[CH:24][C:19]=1[NH:18][S:14]([C:10]1[CH:9]=[C:8]([C:5]2[CH:6]=[CH:7][C:2]([F:1])=[CH:3][CH:4]=2)[CH:13]=[CH:12][CH:11]=1)(=[O:16])=[O:15]. (4) Given the reactants [ClH:1].[F:2][C:3]1[CH:4]=[C:5]([N:13]2[C:17](=[O:18])[CH2:16][C:15]3([CH2:23][CH2:22][NH:21][CH2:20][CH2:19]3)[CH2:14]2)[CH:6]=[CH:7][C:8]=1[S:9]([CH3:12])(=[O:11])=[O:10].[CH3:24][C:25]1[C:33]([C@@H:34]2[CH2:36][O:35]2)=[CH:32][CH:31]=[C:30]2[C:26]=1[CH2:27][O:28][C:29]2=[O:37], predict the reaction product. The product is: [ClH:1].[F:2][C:3]1[CH:4]=[C:5]([N:13]2[C:17](=[O:18])[CH2:16][C:15]3([CH2:23][CH2:22][N:21]([CH2:36][C@H:34]([OH:35])[C:33]4[CH:32]=[CH:31][C:30]5[C:29](=[O:37])[O:28][CH2:27][C:26]=5[C:25]=4[CH3:24])[CH2:20][CH2:19]3)[CH2:14]2)[CH:6]=[CH:7][C:8]=1[S:9]([CH3:12])(=[O:10])=[O:11]. (5) Given the reactants C(C[CH2:4][NH:5][C:6](=[O:32])[C@@H:7]([NH:12][C:13]([N:15]1[C:19]2[CH2:20][CH2:21][O:22][CH2:23][C:18]=2[C:17]([C:24]2[CH:29]=[CH:28][C:27]([F:30])=[C:26]([F:31])[CH:25]=2)=[N:16]1)=[O:14])[C:8]([CH3:11])([CH3:10])[CH3:9])#N.[CH3:33][N:34]([CH3:44])[S:35]([N:38]1[CH2:43]CN[CH2:40][CH2:39]1)(=[O:37])=[O:36], predict the reaction product. The product is: [F:31][C:26]1[CH:25]=[C:24]([C:17]2[C:18]3[CH2:23][O:22][CH2:21][CH2:20][C:19]=3[N:15]([C:13]([NH:12][C@@H:7]([C:8]([CH3:10])([CH3:9])[CH3:11])[C:6]([N:5]3[CH2:4][CH2:43][N:38]([S:35](=[O:37])(=[O:36])[N:34]([CH3:44])[CH3:33])[CH2:39][CH2:40]3)=[O:32])=[O:14])[N:16]=2)[CH:29]=[CH:28][C:27]=1[F:30]. (6) Given the reactants [F:1][C:2]([F:25])([F:24])[C:3]1[CH:23]=[CH:22][C:6]([O:7][CH:8]([C:12]2[CH:17]=[CH:16][CH:15]=[C:14]([C:18]([F:21])([F:20])[F:19])[CH:13]=2)[C:9](O)=[O:10])=[CH:5][CH:4]=1.S(Cl)([Cl:28])=O.CN(C)C=O, predict the reaction product. The product is: [F:1][C:2]([F:25])([F:24])[C:3]1[CH:23]=[CH:22][C:6]([O:7][CH:8]([C:12]2[CH:17]=[CH:16][CH:15]=[C:14]([C:18]([F:21])([F:20])[F:19])[CH:13]=2)[C:9]([Cl:28])=[O:10])=[CH:5][CH:4]=1. (7) Given the reactants [Si]([O:8][CH2:9][CH2:10][N:11]([C:33]#[N:34])[C:12]1[CH:17]=[CH:16][C:15]([C:18]2[CH2:22][CH:21]([CH2:23][NH:24][C:25]([C:27]3[S:28][C:29]([Cl:32])=[CH:30][CH:31]=3)=[O:26])[O:20][N:19]=2)=[CH:14][CH:13]=1)(C(C)(C)C)(C)C.CS(O)(=O)=O, predict the reaction product. The product is: [Cl:32][C:29]1[S:28][C:27]([C:25]([NH:24][CH2:23][CH:21]2[O:20][N:19]=[C:18]([C:15]3[CH:14]=[CH:13][C:12]([N:11]4[CH2:10][CH2:9][O:8][C:33]4=[NH:34])=[CH:17][CH:16]=3)[CH2:22]2)=[O:26])=[CH:31][CH:30]=1.